This data is from Forward reaction prediction with 1.9M reactions from USPTO patents (1976-2016). The task is: Predict the product of the given reaction. (1) Given the reactants [N:1]1([S:7]([C:10]2[C:18]3[C:13](=[C:14]([N+:19]([O-])=O)[CH:15]=[CH:16][CH:17]=3)[NH:12][C:11]=2[C:22]([NH2:24])=[O:23])(=[O:9])=[O:8])[CH2:6][CH2:5][O:4][CH2:3][CH2:2]1.[H][H], predict the reaction product. The product is: [NH2:19][C:14]1[CH:15]=[CH:16][CH:17]=[C:18]2[C:13]=1[NH:12][C:11]([C:22]([NH2:24])=[O:23])=[C:10]2[S:7]([N:1]1[CH2:2][CH2:3][O:4][CH2:5][CH2:6]1)(=[O:9])=[O:8]. (2) Given the reactants [CH3:1][C:2]([CH3:7])([CH3:6])[C:3](Cl)=[O:4].[Cl:8][C:9]1[CH:14]=[CH:13][C:12]([NH2:15])=[CH:11][CH:10]=1.CCN(CC)CC, predict the reaction product. The product is: [Cl:8][C:9]1[CH:14]=[CH:13][C:12]([NH:15][C:3](=[O:4])[C:2]([CH3:7])([CH3:6])[CH3:1])=[CH:11][CH:10]=1.